Dataset: Forward reaction prediction with 1.9M reactions from USPTO patents (1976-2016). Task: Predict the product of the given reaction. (1) The product is: [CH3:23][C:5]([OH:4])([CH2:6][CH2:7][CH:8]=[C:9]([CH3:10])[CH3:11])[CH2:12][CH2:13][CH2:14][C:15]1([C:16]2[CH:17]=[CH:18][CH:19]=[CH:20][CH:21]=2)[O:22][CH2:26][CH2:25][O:24]1. Given the reactants C([O:4][C:5]([CH3:23])([CH2:12][CH2:13][CH2:14][C:15](=[O:22])[C:16]1[CH:21]=[CH:20][CH:19]=[CH:18][CH:17]=1)[CH2:6][CH2:7][CH:8]=[C:9]([CH3:11])[CH3:10])(=O)C.[O:24](CC(OCCCCC(=O)C1C=CC=CC=1)=O)[C:25]1C=CC=C[CH:26]=1, predict the reaction product. (2) Given the reactants C[O:2][C:3](=[O:31])[CH2:4][O:5][C:6]1[CH:11]=[CH:10][C:9]([S:12][CH2:13][CH:14]=[C:15]([C:23]2[CH:28]=[CH:27][C:26]([Br:29])=[CH:25][CH:24]=2)[C:16]2[CH:21]=[CH:20][C:19]([Br:22])=[CH:18][CH:17]=2)=[CH:8][C:7]=1[Cl:30].[OH-].[Na+].Cl, predict the reaction product. The product is: [Br:22][C:19]1[CH:18]=[CH:17][C:16]([C:15]([C:23]2[CH:24]=[CH:25][C:26]([Br:29])=[CH:27][CH:28]=2)=[CH:14][CH2:13][S:12][C:9]2[CH:10]=[CH:11][C:6]([O:5][CH2:4][C:3]([OH:31])=[O:2])=[C:7]([Cl:30])[CH:8]=2)=[CH:21][CH:20]=1. (3) Given the reactants [NH2:1][C:2]1[C:3]([C:23]([F:26])([F:25])[F:24])=[C:4]2[C:10]([CH:11]3[CH2:16][CH2:15][N:14]([C:17](=[O:21])[CH:18]([CH3:20])[CH3:19])[CH2:13][CH2:12]3)=[CH:9][N:8]([CH3:22])[C:5]2=[N:6][CH:7]=1.[ClH:27].CCOC(C)=O, predict the reaction product. The product is: [ClH:27].[NH2:1][C:2]1[C:3]([C:23]([F:26])([F:25])[F:24])=[C:4]2[C:10]([CH:11]3[CH2:16][CH2:15][N:14]([C:17](=[O:21])[CH:18]([CH3:19])[CH3:20])[CH2:13][CH2:12]3)=[CH:9][N:8]([CH3:22])[C:5]2=[N:6][CH:7]=1. (4) Given the reactants [Cl:1][C:2]1[N:3]([C@@H:15]2[O:21][C@H:20]([CH2:22][OH:23])[C@@H:18]([OH:19])[C@H:16]2[OH:17])[C:4]2[C:9]([C:10]=1[C:11]#[N:12])=[CH:8][C:7]([Cl:13])=[C:6]([Cl:14])[CH:5]=2.CN(C=O)C.Cl.[NH2:30][OH:31].[OH-].[K+], predict the reaction product. The product is: [Cl:1][C:2]1[N:3]([C@@H:15]2[O:21][C@H:20]([CH2:22][OH:23])[C@@H:18]([OH:19])[C@H:16]2[OH:17])[C:4]2[C:9]([C:10]=1[C:11](=[N:30][OH:31])[NH2:12])=[CH:8][C:7]([Cl:13])=[C:6]([Cl:14])[CH:5]=2.